From a dataset of Full USPTO retrosynthesis dataset with 1.9M reactions from patents (1976-2016). Predict the reactants needed to synthesize the given product. Given the product [ClH:14].[N:1]1([CH2:7][C:8]([OH:10])=[O:9])[CH2:6][CH2:5][CH2:4][CH2:3][CH2:2]1, predict the reactants needed to synthesize it. The reactants are: [N:1]1([CH2:7][C:8]([O:10]CC)=[O:9])[CH2:6][CH2:5][CH2:4][CH2:3][CH2:2]1.O.[ClH:14].